Dataset: Catalyst prediction with 721,799 reactions and 888 catalyst types from USPTO. Task: Predict which catalyst facilitates the given reaction. (1) Reactant: [Li:1]CCCC.CCCCCC.[CH:12]([NH:15][CH:16]([CH3:18])[CH3:17])([CH3:14])[CH3:13].[CH3:19][CH:20]1[CH2:29][CH2:28][C:27]2[C:22](=[N:23][C:24]([CH3:30])=[CH:25][CH:26]=2)[N:21]1[C:31]([O:33][C:34]([CH3:37])([CH3:36])[CH3:35])=[O:32].[CH2:38]([O:40][C:41](=O)[O:42]CC)[CH3:39]. Product: [Li+:1].[CH3:13][CH:12]([N-:15][CH:16]([CH3:18])[CH3:17])[CH3:14].[CH2:38]([O:40][C:41](=[O:42])[CH2:30][C:24]1[N:23]=[C:22]2[C:27]([CH2:28][CH2:29][CH:20]([CH3:19])[N:21]2[C:31]([O:33][C:34]([CH3:36])([CH3:35])[CH3:37])=[O:32])=[CH:26][CH:25]=1)[CH3:39]. The catalyst class is: 1. (2) Reactant: [CH3:1][O:2][C:3]([CH:5]1[C@H:11]([CH3:12])[CH2:10][N:9]([C:13]([O:15][C:16]([CH3:19])([CH3:18])[CH3:17])=[O:14])[C:8]2[CH:20]=[CH:21][CH:22]=[CH:23][C:7]=2[CH2:6]1)=[O:4].O1CCC[CH2:25]1.C([N-]C(C)C)(C)C.[Li+].CI. Product: [CH3:1][O:2][C:3]([C:5]1([CH3:25])[C@H:11]([CH3:12])[CH2:10][N:9]([C:13]([O:15][C:16]([CH3:19])([CH3:17])[CH3:18])=[O:14])[C:8]2[CH:20]=[CH:21][CH:22]=[CH:23][C:7]=2[CH2:6]1)=[O:4]. The catalyst class is: 6.